This data is from Peptide-MHC class II binding affinity with 134,281 pairs from IEDB. The task is: Regression. Given a peptide amino acid sequence and an MHC pseudo amino acid sequence, predict their binding affinity value. This is MHC class II binding data. (1) The peptide sequence is FLNSTAGTSGGAYDHSY. The MHC is DRB1_0301 with pseudo-sequence DRB1_0301. The binding affinity (normalized) is 0. (2) The peptide sequence is VSIDVTLQQLESHSFYNLSK. The MHC is DRB1_0701 with pseudo-sequence DRB1_0701. The binding affinity (normalized) is 0. (3) The peptide sequence is KIPGGAMYADDTAGWDT. The MHC is DRB1_0301 with pseudo-sequence DRB1_0301. The binding affinity (normalized) is 0.794. (4) The peptide sequence is APATPAAAGAEAGKA. The MHC is HLA-DQA10401-DQB10402 with pseudo-sequence HLA-DQA10401-DQB10402. The binding affinity (normalized) is 0.494.